The task is: Predict the reaction yield, written as a fraction of the theoretical maximum amount of product (1.0 means a 100% yield; for example, 0.34 means a 34% yield).. This data is from Reaction yield outcomes from USPTO patents with 853,638 reactions. The reactants are Br[C:2]1[C:15]2[C:16]3=[C:17]4[C:12](=[CH:13][CH:14]=2)[C:11](Br)=[CH:10][C:9](Br)=[C:8]4[CH:7]=[CH:6][C:5]3=[C:4](Br)[CH:3]=1.C(C1C=CC=C([CH:30]([CH3:32])C)C=1)(C)C.[P:33]([O:40][CH2:41][CH3:42])([O:37]CC)[O:34][CH2:35][CH3:36]. The catalyst is C(C1C=CC=CC=1C(C)C)(C)C. The product is [CH2:35]([O:34][P:33]([C:2]1[C:15]2=[C:16]3[C:17]4[C:12]([CH:13]=[CH:14]2)=[C:11]([P:33]([O:40][CH2:41][CH3:42])(=[O:37])[O:34][CH2:35][CH3:36])[CH:10]=[C:9]([P:33]([O:34][CH2:35][CH3:36])(=[O:37])[O:40][CH2:41][CH3:42])[C:8]=4[CH:7]=[CH:6][C:5]3=[C:4]([P:33]([O:40][CH2:30][CH3:32])(=[O:37])[O:34][CH2:35][CH3:36])[CH:3]=1)(=[O:37])[O:40][CH2:41][CH3:42])[CH3:36]. The yield is 0.622.